This data is from Full USPTO retrosynthesis dataset with 1.9M reactions from patents (1976-2016). The task is: Predict the reactants needed to synthesize the given product. (1) Given the product [CH3:21][N:18]1[CH2:19][CH2:20][C:8]2[N:7]([C:3]3[CH2:4][CH2:5][CH2:6][C:2]=3[C:25]3[S:26][CH:27]=[C:23]([CH3:22])[CH:24]=3)[C:15]3[CH:14]=[CH:13][C:12]([CH3:16])=[CH:11][C:10]=3[C:9]=2[CH2:17]1, predict the reactants needed to synthesize it. The reactants are: Br[C:2]1[CH2:6][CH2:5][CH2:4][C:3]=1[N:7]1[C:15]2[CH:14]=[CH:13][C:12]([CH3:16])=[CH:11][C:10]=2[C:9]2[CH2:17][N:18]([CH3:21])[CH2:19][CH2:20][C:8]1=2.[CH3:22][C:23]1[CH:24]=[C:25](B2OC(C)(C)C(C)(C)O2)[S:26][CH:27]=1.C(=O)([O-])[O-].[K+].[K+].O. (2) Given the product [NH2:15][CH2:14][C:7]1[NH:8][C:9](=[O:13])[C:10]2[C:5]([C:6]=1[C:16]1[CH:21]=[CH:20][CH:19]=[CH:18][CH:17]=1)=[CH:4][C:3]([O:2][CH3:1])=[CH:12][CH:11]=2, predict the reactants needed to synthesize it. The reactants are: [CH3:1][O:2][C:3]1[CH:4]=[C:5]2[C:10](=[CH:11][CH:12]=1)[C:9](=[O:13])[NH:8][C:7]([C:14]#[N:15])=[C:6]2[C:16]1[CH:21]=[CH:20][CH:19]=[CH:18][CH:17]=1.N. (3) Given the product [ClH:35].[F:31][C:28]1[CH:27]=[CH:26][C:25]([CH2:24][N:17]2[C:18]3[C:23](=[CH:22][CH:21]=[CH:20][CH:19]=3)[C:14]([N:11]3[CH2:10][CH2:9][NH:8][CH2:13][CH2:12]3)=[C:15]([C:33]#[N:34])[C:16]2=[O:32])=[CH:30][CH:29]=1, predict the reactants needed to synthesize it. The reactants are: C(OC([N:8]1[CH2:13][CH2:12][N:11]([C:14]2[C:23]3[C:18](=[CH:19][CH:20]=[CH:21][CH:22]=3)[N:17]([CH2:24][C:25]3[CH:30]=[CH:29][C:28]([F:31])=[CH:27][CH:26]=3)[C:16](=[O:32])[C:15]=2[C:33]#[N:34])[CH2:10][CH2:9]1)=O)(C)(C)C.[ClH:35]. (4) Given the product [Cl:10][C:11]1[CH:18]=[CH:17][C:14]([CH:15]=[N:4][C:3]2[CH:5]=[CH:6][C:7]([Cl:9])=[CH:8][C:2]=2[Cl:1])=[CH:13][CH:12]=1, predict the reactants needed to synthesize it. The reactants are: [Cl:1][C:2]1[CH:8]=[C:7]([Cl:9])[CH:6]=[CH:5][C:3]=1[NH2:4].[Cl:10][C:11]1[CH:18]=[CH:17][C:14]([CH:15]=O)=[CH:13][CH:12]=1. (5) Given the product [CH3:13][O:12][C:10]1[CH:9]=[C:8]([O:14][CH3:15])[CH:7]=[C:6]2[C:11]=1[C:2]([NH:16][C:17]1[CH:21]=[C:20]([CH2:22][C:23]([NH:25][C:26]3[CH:31]=[CH:30][CH:29]=[C:28]([F:32])[CH:27]=3)=[O:24])[NH:19][N:18]=1)=[N:3][CH:4]=[N:5]2, predict the reactants needed to synthesize it. The reactants are: Cl[C:2]1[C:11]2[C:6](=[CH:7][C:8]([O:14][CH3:15])=[CH:9][C:10]=2[O:12][CH3:13])[N:5]=[CH:4][N:3]=1.[NH2:16][C:17]1[CH:21]=[C:20]([CH2:22][C:23]([NH:25][C:26]2[CH:31]=[CH:30][CH:29]=[C:28]([F:32])[CH:27]=2)=[O:24])[NH:19][N:18]=1.C(OCC)C. (6) Given the product [F:22][C:18]1[CH:17]=[C:16]([CH:21]=[CH:20][CH:19]=1)[O:15][C:5]([CH3:14])([CH2:6][C:7]1[CH:8]=[CH:9][C:10]([O:13][CH2:36][CH2:35][C:33]2[N:34]=[C:30]([CH:24]3[CH2:29][CH2:28][CH2:27][CH2:26][CH2:25]3)[O:31][C:32]=2[CH3:48])=[CH:11][CH:12]=1)[C:4]([OH:3])=[O:23], predict the reactants needed to synthesize it. The reactants are: C([O:3][C:4](=[O:23])[C:5]([O:15][C:16]1[CH:21]=[CH:20][CH:19]=[C:18]([F:22])[CH:17]=1)([CH3:14])[CH2:6][C:7]1[CH:12]=[CH:11][C:10]([OH:13])=[CH:9][CH:8]=1)C.[CH:24]1([C:30]2[O:31][C:32]([CH3:48])=[C:33]([CH2:35][CH2:36]OS(C3C=CC(C)=CC=3)(=O)=O)[N:34]=2)[CH2:29][CH2:28][CH2:27][CH2:26][CH2:25]1.